The task is: Predict the product of the given reaction.. This data is from Forward reaction prediction with 1.9M reactions from USPTO patents (1976-2016). (1) The product is: [F:35][C:36]1[CH:37]=[C:38]([CH:62]=[C:63]([C:65]2[CH:66]=[CH:67][N:68]=[CH:69][CH:70]=2)[CH:64]=1)[CH2:39][CH2:40][C:41]1[CH:42]=[CH:43][C:44]([N:47]2[CH2:52][CH2:51][N:50]([C:53]([NH:55][CH2:56][C:57]([O:59][CH2:60][CH3:61])=[O:58])=[O:54])[CH2:49][CH2:48]2)=[CH:45][CH:46]=1. Given the reactants FC1C=C(C=C(C2C=CN=CC=2)C=1)CCC1C=CC(N2CCN(S(C(F)(F)F)(=O)=O)CC2)=CC=1.[F:35][C:36]1[CH:37]=[C:38]([CH:62]=[C:63]([C:65]2[CH:70]=[CH:69][N:68]=[CH:67][CH:66]=2)[CH:64]=1)/[CH:39]=[CH:40]/[C:41]1[CH:46]=[CH:45][C:44]([N:47]2[CH2:52][CH2:51][N:50]([C:53]([NH:55][CH2:56][C:57]([O:59][CH2:60][CH3:61])=[O:58])=[O:54])[CH2:49][CH2:48]2)=[CH:43][CH:42]=1, predict the reaction product. (2) Given the reactants [C:1]([N:5]1[CH:9]([CH2:10][NH:11]C(=O)C(F)(F)F)[C:8]2[CH:18]=[C:19]([C:22]3[C:30]4[C:25](=[CH:26][C:27]([F:31])=[CH:28][CH:29]=4)[N:24](C(OC(C)(C)C)=O)[CH:23]=3)[CH:20]=[CH:21][C:7]=2[S:6]1(=[O:40])=[O:39])([CH3:4])([CH3:3])[CH3:2].[OH-].[Na+], predict the reaction product. The product is: [NH2:11][CH2:10][CH:9]1[C:8]2[CH:18]=[C:19]([C:22]3[C:30]4[C:25](=[CH:26][C:27]([F:31])=[CH:28][CH:29]=4)[NH:24][CH:23]=3)[CH:20]=[CH:21][C:7]=2[S:6](=[O:40])(=[O:39])[N:5]1[C:1]([CH3:4])([CH3:3])[CH3:2]. (3) The product is: [C:26]([O:25][C@@H:19]([C:9]1[C:8]([CH3:30])=[CH:7][C:5]2[N:6]=[C:2]([C:45]3[CH:46]=[CH:47][CH:48]=[C:43]([C:39]4[CH:38]=[C:37]5[C:42](=[CH:41][CH:40]=4)[N:34]([CH3:33])[N:35]=[CH:36]5)[N:44]=3)[S:3][C:4]=2[C:10]=1[O:11][S:12]([C:15]([F:18])([F:17])[F:16])(=[O:14])=[O:13])[C:20]([O:22][CH2:23][CH3:24])=[O:21])([CH3:29])([CH3:28])[CH3:27]. Given the reactants Br[C:2]1[S:3][C:4]2[C:10]([O:11][S:12]([C:15]([F:18])([F:17])[F:16])(=[O:14])=[O:13])=[C:9]([C@H:19]([O:25][C:26]([CH3:29])([CH3:28])[CH3:27])[C:20]([O:22][CH2:23][CH3:24])=[O:21])[C:8]([CH3:30])=[CH:7][C:5]=2[N:6]=1.[Li+].[Cl-].[CH3:33][N:34]1[C:42]2[C:37](=[CH:38][C:39]([C:43]3[CH:48]=[CH:47][CH:46]=[C:45]([Sn](CCCC)(CCCC)CCCC)[N:44]=3)=[CH:40][CH:41]=2)[CH:36]=[N:35]1, predict the reaction product. (4) Given the reactants [Cl:1][C:2]1[CH:7]=[CH:6][C:5]([C:8]2[CH:12]=[C:11]([C:13]3[CH:22]=[CH:21][C:16]([C:17]([O:19]C)=[O:18])=[CH:15][CH:14]=3)[O:10][N:9]=2)=[CH:4][CH:3]=1.Cl.C(O)(=O)C, predict the reaction product. The product is: [Cl:1][C:2]1[CH:3]=[CH:4][C:5]([C:8]2[CH:12]=[C:11]([C:13]3[CH:22]=[CH:21][C:16]([C:17]([OH:19])=[O:18])=[CH:15][CH:14]=3)[O:10][N:9]=2)=[CH:6][CH:7]=1. (5) Given the reactants C(=O)(O)[O-].[Na+].[F:6][C:7]([F:20])([F:19])[C:8]1[CH:9]=[C:10]2[C:15](=[CH:16][CH:17]=1)[N:14]=[CH:13][CH:12]=[C:11]2[NH2:18].Cl[C:22]([O:24][CH2:25][C:26]1[CH:31]=[CH:30][CH:29]=[CH:28][CH:27]=1)=[O:23], predict the reaction product. The product is: [F:20][C:7]([F:6])([F:19])[C:8]1[CH:9]=[C:10]2[C:15](=[CH:16][CH:17]=1)[N:14]=[CH:13][CH:12]=[C:11]2[NH:18][C:22](=[O:23])[O:24][CH2:25][C:26]1[CH:31]=[CH:30][CH:29]=[CH:28][CH:27]=1. (6) Given the reactants [Br:1][C:2]1[CH:8]=[C:7]([Cl:9])[CH:6]=[CH:5][C:3]=1[NH2:4].CO[CH:12]1[CH2:16][CH2:15][CH:14](OC)O1, predict the reaction product. The product is: [Br:1][C:2]1[CH:8]=[C:7]([Cl:9])[CH:6]=[CH:5][C:3]=1[N:4]1[CH:12]=[CH:16][CH:15]=[CH:14]1. (7) Given the reactants [CH3:1][O:2][C:3](=[O:39])[CH:4]=[CH:5][C:6]1[CH:11]=[CH:10][C:9]([N:12]([CH2:25][C:26]2[CH:31]=[CH:30][CH:29]=[C:28]([O:32][CH:33]3[CH2:38][CH2:37][CH2:36][CH2:35][O:34]3)[CH:27]=2)[S:13]([C:16]2[C:21]([CH3:22])=[CH:20][C:19]([CH3:23])=[CH:18][C:17]=2[CH3:24])(=[O:15])=[O:14])=[CH:8][CH:7]=1.C([O-])=O.[NH4+], predict the reaction product. The product is: [CH3:1][O:2][C:3](=[O:39])[CH2:4][CH2:5][C:6]1[CH:11]=[CH:10][C:9]([N:12]([CH2:25][C:26]2[CH:31]=[CH:30][CH:29]=[C:28]([O:32][CH:33]3[CH2:38][CH2:37][CH2:36][CH2:35][O:34]3)[CH:27]=2)[S:13]([C:16]2[C:17]([CH3:24])=[CH:18][C:19]([CH3:23])=[CH:20][C:21]=2[CH3:22])(=[O:14])=[O:15])=[CH:8][CH:7]=1.